Dataset: Reaction yield outcomes from USPTO patents with 853,638 reactions. Task: Predict the reaction yield, written as a fraction of the theoretical maximum amount of product (1.0 means a 100% yield; for example, 0.34 means a 34% yield). The reactants are C(OC(=O)[NH:7][C@H:8]([CH2:32][C:33]1[CH:38]=[C:37]([F:39])[C:36]([F:40])=[CH:35][C:34]=1[F:41])[CH2:9][C:10](=[O:31])[N:11]1[CH2:16][CH2:15][N:14]2[C:17]([C:27]([F:30])([F:29])[F:28])=[N:18][C:19]([C:20]([N:22]3[CH2:26][CH2:25][CH2:24][CH2:23]3)=[O:21])=[C:13]2[CH2:12]1)(C)(C)C.[ClH:43]. The catalyst is C(OCC)(=O)C. The product is [ClH:43].[NH2:7][C@H:8]([CH2:32][C:33]1[CH:38]=[C:37]([F:39])[C:36]([F:40])=[CH:35][C:34]=1[F:41])[CH2:9][C:10]([N:11]1[CH2:16][CH2:15][N:14]2[C:17]([C:27]([F:30])([F:29])[F:28])=[N:18][C:19]([C:20]([N:22]3[CH2:23][CH2:24][CH2:25][CH2:26]3)=[O:21])=[C:13]2[CH2:12]1)=[O:31]. The yield is 0.940.